Dataset: Full USPTO retrosynthesis dataset with 1.9M reactions from patents (1976-2016). Task: Predict the reactants needed to synthesize the given product. (1) Given the product [F:29][C:30]1[CH:35]=[CH:34][CH:33]=[CH:32][C:31]=1[C:36]1[N:39]=[C:26]([CH:12]2[CH2:13][CH:14]([C:16]3[CH:17]=[CH:18][C:19]([C:22]([F:24])([F:25])[F:23])=[CH:20][CH:21]=3)[CH2:15][N:10]([C:8]([N:5]3[CH2:6][CH2:7][CH:2]([OH:1])[CH2:3][CH2:4]3)=[O:9])[CH2:11]2)[O:27][N:37]=1, predict the reactants needed to synthesize it. The reactants are: [OH:1][CH:2]1[CH2:7][CH2:6][N:5]([C:8]([N:10]2[CH2:15][CH:14]([C:16]3[CH:21]=[CH:20][C:19]([C:22]([F:25])([F:24])[F:23])=[CH:18][CH:17]=3)[CH2:13][CH:12]([C:26](O)=[O:27])[CH2:11]2)=[O:9])[CH2:4][CH2:3]1.[F:29][C:30]1[CH:35]=[CH:34][CH:33]=[CH:32][C:31]=1[C:36](=[NH:39])[NH:37]O. (2) Given the product [C:1]1([C:27]2[CH:32]=[CH:31][CH:30]=[CH:29][CH:28]=2)[CH:6]=[CH:5][CH:4]=[CH:3][C:2]=1[CH2:7][C:8]([N:10]1[CH2:14][CH2:13][C@H:12]([NH:15][C:16]2[CH:25]=[C:24]([N:40]3[CH2:45][CH2:44][NH:43][CH2:42][CH2:41]3)[C:23]3[C:18](=[CH:19][CH:20]=[CH:21][CH:22]=3)[N:17]=2)[CH2:11]1)=[O:9], predict the reactants needed to synthesize it. The reactants are: [C:1]1([C:27]2[CH:32]=[CH:31][CH:30]=[CH:29][CH:28]=2)[CH:6]=[CH:5][CH:4]=[CH:3][C:2]=1[CH2:7][C:8]([N:10]1[CH2:14][CH2:13][C@H:12]([NH:15][C:16]2[CH:25]=[C:24](Cl)[C:23]3[C:18](=[CH:19][CH:20]=[CH:21][CH:22]=3)[N:17]=2)[CH2:11]1)=[O:9].C(OC([N:40]1[CH2:45][CH2:44][NH:43][CH2:42][CH2:41]1)=O)(C)(C)C.C(N(CC)CC)C.C(O)(C)C.